This data is from Forward reaction prediction with 1.9M reactions from USPTO patents (1976-2016). The task is: Predict the product of the given reaction. (1) Given the reactants [O:1]=[C:2]1[N:10]([CH:11]2[CH2:16][CH2:15][N:14](CC3C=CC=CC=3)[CH2:13][CH2:12]2)[C:5]2[CH:6]=[N:7][CH:8]=[CH:9][C:4]=2[NH:3]1, predict the reaction product. The product is: [O:1]=[C:2]1[N:10]([CH:11]2[CH2:16][CH2:15][NH:14][CH2:13][CH2:12]2)[C:5]2[CH:6]=[N:7][CH:8]=[CH:9][C:4]=2[NH:3]1. (2) Given the reactants [CH3:1][O:2][C:3]1[C:4]2[C:13]([CH:14]=[CH:15][CH:16]=1)=[C:12]1[C:7]([CH:8]=[CH:9][CH:10]=[CH:11]1)=[N:6][C:5]=2[CH3:17].[BH4-].[Na+].FC(F)(F)C(O)=O.C1C=CC2C3C=CC=CC=3NCC=2C=1.C(N(CC)CC)C.[CH3:48][O:49][C:50]1[CH:55]=[CH:54][C:53]([S:56](Cl)(=[O:58])=[O:57])=[CH:52][CH:51]=1, predict the reaction product. The product is: [CH:16]1[CH:15]=[CH:14][C:13]2[C:12]3[CH:11]=[CH:10][CH:9]=[CH:8][C:7]=3[NH:6][CH2:5][C:4]=2[CH:3]=1.[CH3:1][O:2][C:3]1[CH:16]=[CH:15][CH:14]=[C:13]2[C:4]=1[CH:5]([CH3:17])[N:6]([S:56]([C:53]1[CH:52]=[CH:51][C:50]([O:49][CH3:48])=[CH:55][CH:54]=1)(=[O:58])=[O:57])[C:7]1[CH:8]=[CH:9][CH:10]=[CH:11][C:12]=12. (3) Given the reactants [NH2:1][C:2]1[CH:3]=[C:4]([C:8]#[C:9][C:10]2[C:11]([NH2:17])=[N:12][CH:13]=[N:14][C:15]=2[NH2:16])[CH:5]=[CH:6][CH:7]=1.[C:18]1([N:24]=[C:25]=[O:26])[CH:23]=[CH:22][CH:21]=[CH:20][CH:19]=1, predict the reaction product. The product is: [NH2:16][C:15]1[C:10]([C:9]#[C:8][C:4]2[CH:3]=[C:2]([NH:1][C:25]([NH:24][C:18]3[CH:23]=[CH:22][CH:21]=[CH:20][CH:19]=3)=[O:26])[CH:7]=[CH:6][CH:5]=2)=[C:11]([NH2:17])[N:12]=[CH:13][N:14]=1. (4) Given the reactants O=C1C2C(=CC=CC=2)C(=O)[N:3]1[CH2:12][CH2:13][C:14]1([CH3:31])[C:22]2[C:17](=[CH:18][CH:19]=[CH:20][CH:21]=2)[N:16](C(OC(C)(C)C)=O)[C:15]1=[O:30].[ClH:32], predict the reaction product. The product is: [ClH:32].[NH2:3][CH2:12][CH2:13][C:14]1([CH3:31])[C:22]2[C:17](=[CH:18][CH:19]=[CH:20][CH:21]=2)[NH:16][C:15]1=[O:30].